This data is from NCI-60 drug combinations with 297,098 pairs across 59 cell lines. The task is: Regression. Given two drug SMILES strings and cell line genomic features, predict the synergy score measuring deviation from expected non-interaction effect. Drug 1: C#CCC(CC1=CN=C2C(=N1)C(=NC(=N2)N)N)C3=CC=C(C=C3)C(=O)NC(CCC(=O)O)C(=O)O. Drug 2: C1CCC(C(C1)N)N.C(=O)(C(=O)[O-])[O-].[Pt+4]. Cell line: SK-OV-3. Synergy scores: CSS=-1.53, Synergy_ZIP=-2.45, Synergy_Bliss=-4.03, Synergy_Loewe=-4.75, Synergy_HSA=-4.75.